From a dataset of NCI-60 drug combinations with 297,098 pairs across 59 cell lines. Regression. Given two drug SMILES strings and cell line genomic features, predict the synergy score measuring deviation from expected non-interaction effect. Drug 1: CCCCC(=O)OCC(=O)C1(CC(C2=C(C1)C(=C3C(=C2O)C(=O)C4=C(C3=O)C=CC=C4OC)O)OC5CC(C(C(O5)C)O)NC(=O)C(F)(F)F)O. Drug 2: C1CCC(C(C1)N)N.C(=O)(C(=O)[O-])[O-].[Pt+4]. Cell line: MCF7. Synergy scores: CSS=41.6, Synergy_ZIP=-17.4, Synergy_Bliss=-15.4, Synergy_Loewe=-11.8, Synergy_HSA=-9.35.